Dataset: Forward reaction prediction with 1.9M reactions from USPTO patents (1976-2016). Task: Predict the product of the given reaction. (1) Given the reactants [Cl:1][C:2]1[C:3]([F:42])=[C:4]([C@@H:8]2[C@:12]([C:15]3[CH:20]=[CH:19][C:18]([Cl:21])=[CH:17][C:16]=3[F:22])([C:13]#[N:14])[C@H:11]([CH2:23][C:24]([CH3:27])([CH3:26])[CH3:25])[NH:10][C@H:9]2[C:28]([NH:30][C:31]2[CH:39]=[CH:38][C:34]([C:35]([OH:37])=[O:36])=[CH:33][C:32]=2[O:40][CH3:41])=[O:29])[CH:5]=[CH:6][CH:7]=1.CN(C(O[N:51]1[N:59]=[N:58][C:53]2[CH:54]=[CH:55][CH:56]=[N:57][C:52]1=2)=[N+](C)C)C.F[P-](F)(F)(F)(F)F, predict the reaction product. The product is: [N:58]1[C:53]2[C:52](=[N:57][CH:56]=[CH:55][CH:54]=2)[N:51]([O:36][C:35](=[O:37])[C:34]2[CH:38]=[CH:39][C:31]([NH:30][C:28]([C@H:9]3[C@H:8]([C:4]4[CH:5]=[CH:6][CH:7]=[C:2]([Cl:1])[C:3]=4[F:42])[C@:12]([C:15]4[CH:20]=[CH:19][C:18]([Cl:21])=[CH:17][C:16]=4[F:22])([C:13]#[N:14])[C@H:11]([CH2:23][C:24]([CH3:26])([CH3:27])[CH3:25])[NH:10]3)=[O:29])=[C:32]([O:40][CH3:41])[CH:33]=2)[N:59]=1. (2) Given the reactants [CH3:1][O:2][C:3]([CH2:5][O:6][C:7]1[CH:8]=[C:9]([CH:12]=[CH:13][CH:14]=1)[CH:10]=O)=[O:4].[C:15]([C:18]1[C:19](=[O:29])[NH:20][C:21]2[C:26]([C:27]=1[OH:28])=[CH:25][CH:24]=[CH:23][CH:22]=2)(=[O:17])[CH3:16].N1CCCCC1, predict the reaction product. The product is: [OH:28][C:27]1[C:26]2[C:21](=[CH:22][CH:23]=[CH:24][CH:25]=2)[NH:20][C:19](=[O:29])[C:18]=1[C:15](=[O:17])[CH:16]=[CH:10][C:9]1[CH:12]=[CH:13][CH:14]=[C:7]([O:6][CH2:5][C:3]([O:2][CH3:1])=[O:4])[CH:8]=1. (3) Given the reactants Cl[C:2]1[C:3]([NH2:8])=[N:4][CH:5]=[CH:6][N:7]=1.[CH:9]1([O:15][C:16]2[N:21]=[CH:20][C:19](B(O)O)=[CH:18][CH:17]=2)[CH2:14][CH2:13][CH2:12][CH2:11][CH2:10]1.C(=O)([O-])[O-].[Na+].[Na+].CCOC(C)=O, predict the reaction product. The product is: [CH:9]1([O:15][C:16]2[N:21]=[CH:20][C:19]([C:2]3[C:3]([NH2:8])=[N:4][CH:5]=[CH:6][N:7]=3)=[CH:18][CH:17]=2)[CH2:14][CH2:13][CH2:12][CH2:11][CH2:10]1. (4) Given the reactants [Br:1][C:2]1[CH:3]=[C:4]2[C:10](I)=[CH:9][N:8]([S:12]([C:15]3[CH:21]=[CH:20][C:18]([CH3:19])=[CH:17][CH:16]=3)(=[O:14])=[O:13])[C:5]2=[N:6][CH:7]=1.N1[C:30]2[C:25](=[CH:26][C:27](B(O)O)=[CH:28][CH:29]=2)C=C1.C([O-])([O-])=[O:35].[Na+].[Na+], predict the reaction product. The product is: [Br:1][C:2]1[CH:3]=[C:4]2[C:10]([C:30]3[CH:25]=[CH:26][C:27]([OH:35])=[CH:28][CH:29]=3)=[CH:9][N:8]([S:12]([C:15]3[CH:21]=[CH:20][C:18]([CH3:19])=[CH:17][CH:16]=3)(=[O:14])=[O:13])[C:5]2=[N:6][CH:7]=1.